From a dataset of Reaction yield outcomes from USPTO patents with 853,638 reactions. Predict the reaction yield, written as a fraction of the theoretical maximum amount of product (1.0 means a 100% yield; for example, 0.34 means a 34% yield). (1) The reactants are [CH2:1]([N:5]([CH2:20][CH2:21][CH2:22][CH3:23])[C:6]1[CH:11]=[CH:10][C:9]([CH:12]=[CH:13][CH:14]=[CH:15][CH:16]=O)=[C:8]([O:18][CH3:19])[CH:7]=1)[CH2:2][CH2:3][CH3:4].[C:24]([C:26]1[C:27](=[C:42]([C:45]#[N:46])[C:43]#[N:44])[O:28][C:29]([C:36]2[CH:41]=[CH:40][CH:39]=[CH:38][CH:37]=2)([C:32]([F:35])([F:34])[F:33])[C:30]=1[CH3:31])#[N:25]. The catalyst is C(O)C. The product is [CH2:1]([N:5]([CH2:20][CH2:21][CH2:22][CH3:23])[C:6]1[CH:11]=[CH:10][C:9]([CH:12]=[CH:13][CH:14]=[CH:15][CH:16]=[CH:31][C:30]2[C:29]([C:36]3[CH:37]=[CH:38][CH:39]=[CH:40][CH:41]=3)([C:32]([F:35])([F:33])[F:34])[O:28][C:27](=[C:42]([C:45]#[N:46])[C:43]#[N:44])[C:26]=2[C:24]#[N:25])=[C:8]([O:18][CH3:19])[CH:7]=1)[CH2:2][CH2:3][CH3:4]. The yield is 0.891. (2) The catalyst is C1COCC1. The yield is 0.660. The reactants are [CH:1]([C:3]1[CH:4]=[N:5][C:6]2[C:11]([CH:12]=1)=[CH:10][CH:9]=[C:8]([NH:13][C:14](=[O:23])[O:15][CH2:16][C:17]1[CH:22]=[CH:21][CH:20]=[CH:19][CH:18]=1)[CH:7]=2)=[O:2].[Li]C.[CH3:26]COCC. The product is [OH:2][CH:1]([C:3]1[CH:4]=[N:5][C:6]2[C:11]([CH:12]=1)=[CH:10][CH:9]=[C:8]([NH:13][C:14](=[O:23])[O:15][CH2:16][C:17]1[CH:22]=[CH:21][CH:20]=[CH:19][CH:18]=1)[CH:7]=2)[CH3:26].